Predict which catalyst facilitates the given reaction. From a dataset of Catalyst prediction with 721,799 reactions and 888 catalyst types from USPTO. (1) Reactant: [CH:1]1([CH:6]=[C:7]([C:17]2[CH:22]=[CH:21][C:20]([C:23](=O)C)=[CH:19][CH:18]=2)[C:8]2[NH:16][C:11]3=[N:12][CH:13]=[CH:14][CH:15]=[C:10]3[CH:9]=2)[CH2:5][CH2:4][CH2:3][CH2:2]1.[CH3:26][OH:27]. Product: [CH:1]1([CH2:6][CH:7]([C:17]2[CH:22]=[CH:21][C:20]([CH2:23][CH:26]=[O:27])=[CH:19][CH:18]=2)[C:8]2[NH:16][C:11]3=[N:12][CH:13]=[CH:14][CH:15]=[C:10]3[CH:9]=2)[CH2:5][CH2:4][CH2:3][CH2:2]1. The catalyst class is: 45. (2) Reactant: C(Cl)(=O)C(Cl)=O.CS(C)=O.[F:11][C:12]1([CH:15]([OH:29])[CH2:16][C:17]([C:20]2[CH:25]=[C:24]([F:26])[CH:23]=[CH:22][C:21]=2[O:27][CH3:28])([CH3:19])[CH3:18])[CH2:14][CH2:13]1.C(N(CC)CC)C. Product: [F:11][C:12]1([C:15](=[O:29])[CH2:16][C:17]([C:20]2[CH:25]=[C:24]([F:26])[CH:23]=[CH:22][C:21]=2[O:27][CH3:28])([CH3:19])[CH3:18])[CH2:13][CH2:14]1. The catalyst class is: 4.